This data is from Catalyst prediction with 721,799 reactions and 888 catalyst types from USPTO. The task is: Predict which catalyst facilitates the given reaction. (1) Reactant: [Cl:1][C:2]1[CH:3]=[C:4]([CH2:22][OH:23])[C:5]([CH:8]([NH:14][C:15](=[O:21])[O:16][C:17]([CH3:20])([CH3:19])[CH3:18])[CH:9]2[CH2:13][CH2:12][O:11][CH2:10]2)=[N:6][CH:7]=1.CCN(CC)CC.[C:31]1([CH3:41])[CH:36]=[CH:35][C:34]([S:37]([Cl:40])(=[O:39])=[O:38])=[CH:33][CH:32]=1. Product: [CH3:41][C:31]1[CH:36]=[CH:35][C:34]([S:37]([O:23][CH2:22][C:4]2[C:5]([CH:8]([NH:14][C:15]([O:16][C:17]([CH3:20])([CH3:18])[CH3:19])=[O:21])[CH:9]3[CH2:13][CH2:12][O:11][CH2:10]3)=[N:6][CH:7]=[C:2]([Cl:1])[CH:3]=2)(=[O:39])=[O:38])=[CH:33][CH:32]=1.[Cl:1][C:2]1[CH:3]=[C:4]([CH2:22][Cl:40])[C:5]([CH:8]([NH:14][C:15](=[O:21])[O:16][C:17]([CH3:20])([CH3:19])[CH3:18])[CH:9]2[CH2:13][CH2:12][O:11][CH2:10]2)=[N:6][CH:7]=1. The catalyst class is: 2. (2) Reactant: Br[C:2]1[CH:7]=[CH:6][C:5]([N:8]2[CH:17]=[C:16]3[C:10]([CH2:11][CH2:12][N:13]([C:18]([O:20][C:21]([CH3:24])([CH3:23])[CH3:22])=[O:19])[CH2:14][CH2:15]3)=[N:9]2)=[CH:4][CH:3]=1.[O:25]1[CH2:29][CH2:28][NH:27][C:26]1=[O:30].C(=O)([O-])[O-].[K+].[K+].CNCCNC. Product: [O:30]=[C:26]1[N:27]([C:2]2[CH:7]=[CH:6][C:5]([N:8]3[CH:17]=[C:16]4[C:10]([CH2:11][CH2:12][N:13]([C:18]([O:20][C:21]([CH3:24])([CH3:23])[CH3:22])=[O:19])[CH2:14][CH2:15]4)=[N:9]3)=[CH:4][CH:3]=2)[CH2:28][CH2:29][O:25]1. The catalyst class is: 185. (3) Reactant: Cl[C:2]1[CH:11]=[CH:10][N:9]=[C:8]2[C:3]=1[C:4]1[CH:16]=[CH:15][CH:14]=[CH:13][C:5]=1[C:6](=[O:12])[NH:7]2.[NH2:17][C:18]1[CH:23]=[CH:22][C:21]([OH:24])=[C:20]([F:25])[CH:19]=1.C(=O)([O-])[O-].[Cs+].[Cs+]. Product: [NH2:17][C:18]1[CH:23]=[CH:22][C:21]([O:24][C:2]2[CH:11]=[CH:10][N:9]=[C:8]3[C:3]=2[C:4]2[CH:16]=[CH:15][CH:14]=[CH:13][C:5]=2[C:6](=[O:12])[NH:7]3)=[C:20]([F:25])[CH:19]=1. The catalyst class is: 18. (4) Reactant: [Br:1][C:2]1[CH:7]=[CH:6][C:5]([C:8]2([C:15](OC)=[O:16])[O:13][CH2:12][CH2:11][N:10]([CH3:14])[CH2:9]2)=[C:4]([N+:19]([O-])=O)[CH:3]=1. Product: [Br:1][C:2]1[CH:3]=[C:4]2[NH:19][C:15](=[O:16])[C:8]3([CH2:9][N:10]([CH3:14])[CH2:11][CH2:12][O:13]3)[C:5]2=[CH:6][CH:7]=1. The catalyst class is: 770.